Dataset: Full USPTO retrosynthesis dataset with 1.9M reactions from patents (1976-2016). Task: Predict the reactants needed to synthesize the given product. Given the product [CH2:8]([NH:12][C:13]1[N:21]=[C:20]2[C:16]([N:17]=[C:18]([O:22][CH3:23])[N:19]2[CH2:32][CH:33]2[CH2:38][CH2:37][CH2:36][O:35][CH2:34]2)=[C:15]([NH2:24])[N:14]=1)[CH2:9][CH2:10][CH3:11], predict the reactants needed to synthesize it. The reactants are: FC(F)(F)C(O)=O.[CH2:8]([NH:12][C:13]1[N:21]=[C:20]2[C:16]([N:17]=[C:18]([O:22][CH3:23])[NH:19]2)=[C:15]([NH2:24])[N:14]=1)[CH2:9][CH2:10][CH3:11].C(=O)([O-])[O-].[K+].[K+].Br[CH2:32][CH:33]1[CH2:38][CH2:37][CH2:36][O:35][CH2:34]1.